From a dataset of Catalyst prediction with 721,799 reactions and 888 catalyst types from USPTO. Predict which catalyst facilitates the given reaction. (1) Reactant: [CH3:1][S:2]([N:5]1[CH2:10][CH2:9][CH:8]([OH:11])[CH2:7][CH2:6]1)(=[O:4])=[O:3].[H-].[Na+].[F:14][C:15]1[CH:20]=[CH:19][C:18]([N:21]([CH2:32][CH:33]([CH3:35])[CH3:34])[S:22]([C:25]2[C:26](Cl)=[N:27][CH:28]=[CH:29][CH:30]=2)(=[O:24])=[O:23])=[CH:17][CH:16]=1.C([O-])(O)=O.[Na+]. Product: [F:14][C:15]1[CH:16]=[CH:17][C:18]([N:21]([CH2:32][CH:33]([CH3:35])[CH3:34])[S:22]([C:25]2[CH:26]=[N:27][C:28]([O:11][CH:8]3[CH2:7][CH2:6][N:5]([S:2]([CH3:1])(=[O:4])=[O:3])[CH2:10][CH2:9]3)=[CH:29][CH:30]=2)(=[O:24])=[O:23])=[CH:19][CH:20]=1. The catalyst class is: 20. (2) Reactant: [OH:1][C:2]1[N:9]=[C:8]([CH3:10])[CH:7]=[C:6]([O:11][CH3:12])[C:3]=1[C:4]#[N:5].O.NN. Product: [NH2:5][CH2:4][C:3]1[C:2]([OH:1])=[N:9][C:8]([CH3:10])=[CH:7][C:6]=1[O:11][CH3:12]. The catalyst class is: 171. (3) Reactant: C(N(CC)CC)C.[C:8]([NH:15][C@@H:16]([C:25]([OH:27])=O)[CH2:17][C:18]1[CH:23]=[CH:22][C:21]([Cl:24])=[CH:20][CH:19]=1)([O:10][C:11]([CH3:14])([CH3:13])[CH3:12])=[O:9].Cl.Cl.[N:30]1([C:36]2[N:40]3[CH:41]=[CH:42][CH:43]=[CH:44][C:39]3=[N:38][CH:37]=2)[CH2:35][CH2:34][NH:33][CH2:32][CH2:31]1.ON1C2C=CC=CC=2N=N1.Cl.CN(C)CCCN=C=NCC.[OH-].[Na+]. Product: [C:11]([O:10][C:8](=[O:9])[NH:15][C@H:16]([CH2:17][C:18]1[CH:19]=[CH:20][C:21]([Cl:24])=[CH:22][CH:23]=1)[C:25]([N:33]1[CH2:34][CH2:35][N:30]([C:36]2[N:40]3[CH:41]=[CH:42][CH:43]=[CH:44][C:39]3=[N:38][CH:37]=2)[CH2:31][CH2:32]1)=[O:27])([CH3:12])([CH3:13])[CH3:14]. The catalyst class is: 18. (4) Product: [O:9]([C:1]([NH:17][C@H:18]([C:23]([OH:25])=[O:24])[CH2:19][CH2:20][S:21][CH3:22])=[O:16])[C:10]1[CH:11]=[CH:12][CH:13]=[CH:14][CH:15]=1. Reactant: [C:1](=[O:16])([O:9][C:10]1[CH:15]=[CH:14][CH:13]=[CH:12][CH:11]=1)OC1C=CC=CC=1.[NH2:17][C@H:18]([C:23]([O-:25])=[O:24])[CH2:19][CH2:20][S:21][CH3:22].C([P+](C1C=CC=CC=1)(C1C=CC=CC=1)C1C=CC=CC=1)CCC.Cl. The catalyst class is: 10.